Dataset: Peptide-MHC class II binding affinity with 134,281 pairs from IEDB. Task: Regression. Given a peptide amino acid sequence and an MHC pseudo amino acid sequence, predict their binding affinity value. This is MHC class II binding data. (1) The peptide sequence is NLLWKQIANELNYIL. The MHC is DRB5_0101 with pseudo-sequence DRB5_0101. The binding affinity (normalized) is 0. (2) The peptide sequence is GRSYAADAGYAPATP. The MHC is DRB1_1101 with pseudo-sequence DRB1_1101. The binding affinity (normalized) is 0.0623. (3) The peptide sequence is VLRTKLMTSRRVLER. The MHC is DRB1_0701 with pseudo-sequence DRB1_0701. The binding affinity (normalized) is 0.595. (4) The peptide sequence is AGELELQFRRVKSKYPEGTK. The MHC is DRB1_0901 with pseudo-sequence DRB1_0901. The binding affinity (normalized) is 0.505. (5) The peptide sequence is SLILVSQYTPDSTPC. The MHC is DRB1_1302 with pseudo-sequence DRB1_1302. The binding affinity (normalized) is 0.280. (6) The peptide sequence is DREVVANVIGLSGDS. The MHC is DRB1_0401 with pseudo-sequence DRB1_0401. The binding affinity (normalized) is 0.263. (7) The peptide sequence is LRIAAKIYSEADEAW. The MHC is DRB1_1201 with pseudo-sequence DRB1_1201. The binding affinity (normalized) is 0.318. (8) The peptide sequence is ASKNFHLQKNTIGTG. The MHC is DRB1_0401 with pseudo-sequence DRB1_0401. The binding affinity (normalized) is 0.685. (9) The peptide sequence is FIQYEELREQLSSVSAFE. The binding affinity (normalized) is 0.167. The MHC is DRB1_0701 with pseudo-sequence DRB1_0701.